This data is from Full USPTO retrosynthesis dataset with 1.9M reactions from patents (1976-2016). The task is: Predict the reactants needed to synthesize the given product. (1) Given the product [Cl:25][C:5]1[CH:4]=[CH:3][C:2]([B:29]2[O:30][C:31]([CH3:33])([CH3:32])[C:27]([CH3:43])([CH3:26])[O:28]2)=[CH:24][C:6]=1[C:7]([NH:9][C:10]1[N:14]([C:15]2[CH:20]=[CH:19][CH:18]=[CH:17][CH:16]=2)[N:13]=[C:12]([C:21]([NH2:23])=[O:22])[CH:11]=1)=[O:8], predict the reactants needed to synthesize it. The reactants are: Br[C:2]1[CH:3]=[CH:4][C:5]([Cl:25])=[C:6]([CH:24]=1)[C:7]([NH:9][C:10]1[N:14]([C:15]2[CH:20]=[CH:19][CH:18]=[CH:17][CH:16]=2)[N:13]=[C:12]([C:21]([NH2:23])=[O:22])[CH:11]=1)=[O:8].[CH3:26][C:27]1([CH3:43])[C:31]([CH3:33])([CH3:32])[O:30][B:29]([B:29]2[O:30][C:31]([CH3:33])([CH3:32])[C:27]([CH3:43])([CH3:26])[O:28]2)[O:28]1.C([O-])(=O)C.[K+]. (2) Given the product [C:14]([O:18][C:19]([N:21]1[CH2:26][CH2:25][C:24](=[CH:7][C:8]([O:10][CH3:11])=[O:9])[CH2:23][CH2:22]1)=[O:20])([CH3:17])([CH3:15])[CH3:16], predict the reactants needed to synthesize it. The reactants are: COP([CH2:7][C:8]([O:10][CH3:11])=[O:9])(OC)=O.[H-].[Na+].[C:14]([O:18][C:19]([N:21]1[CH2:26][CH2:25][C:24](=O)[CH2:23][CH2:22]1)=[O:20])([CH3:17])([CH3:16])[CH3:15].Cl. (3) The reactants are: [Cl:1][C:2]1[CH:7]=[C:6]([Cl:8])[CH:5]=[CH:4][C:3]=1[C:9]1[N:10]=[C:11]([CH2:16][C:17]2[CH:22]=[CH:21][C:20]([C:23]3[CH:28]=[CH:27][C:26]([OH:29])=[CH:25][CH:24]=3)=[CH:19][CH:18]=2)[N:12]([CH2:14][CH3:15])[CH:13]=1.F[C:31]1[CH:32]=[CH:33][C:34]([N+:41]([O-:43])=[O:42])=[C:35]([CH:40]=1)[C:36]([O:38][CH3:39])=[O:37]. Given the product [CH3:39][O:38][C:36](=[O:37])[C:35]1[CH:40]=[C:31]([O:29][C:26]2[CH:25]=[CH:24][C:23]([C:20]3[CH:21]=[CH:22][C:17]([CH2:16][C:11]4[N:12]([CH2:14][CH3:15])[CH:13]=[C:9]([C:3]5[CH:4]=[CH:5][C:6]([Cl:8])=[CH:7][C:2]=5[Cl:1])[N:10]=4)=[CH:18][CH:19]=3)=[CH:28][CH:27]=2)[CH:32]=[CH:33][C:34]=1[N+:41]([O-:43])=[O:42], predict the reactants needed to synthesize it. (4) Given the product [F:1][C:2]1[CH:3]=[CH:4][C:5]([O:11][CH3:12])=[C:6]([C:18]2[CH:19]=[CH:20][CH:21]=[C:16]([C:13]([OH:15])=[O:14])[CH:17]=2)[CH:7]=1, predict the reactants needed to synthesize it. The reactants are: [F:1][C:2]1[CH:3]=[CH:4][C:5]([O:11][CH3:12])=[C:6](B(O)O)[CH:7]=1.[C:13]([C:16]1[CH:21]=[CH:20][C:19](B(O)O)=[CH:18][CH:17]=1)([OH:15])=[O:14].BrC1C=C(C(O)=O)C=CC=1. (5) Given the product [Cl:18][C:16]1[CH:15]=[CH:14][C:13]([F:19])=[C:12]([C:4]2[N:3]=[C:2]([I:20])[C:11]3[CH2:10][CH2:9][CH2:8][CH2:7][C:6]=3[N:5]=2)[CH:17]=1, predict the reactants needed to synthesize it. The reactants are: Cl[C:2]1[C:11]2[CH2:10][CH2:9][CH2:8][CH2:7][C:6]=2[N:5]=[C:4]([C:12]2[CH:17]=[C:16]([Cl:18])[CH:15]=[CH:14][C:13]=2[F:19])[N:3]=1.[IH:20].[Na+].[I-]. (6) Given the product [Br:20][C:18]1[CH:19]=[C:14]([NH:1][C:2]2[CH:3]=[CH:4][C:5]([N:8]3[CH2:9][CH:10]([OH:12])[CH2:11]3)=[CH:6][N:7]=2)[C:15](=[O:22])[N:16]([CH3:21])[CH:17]=1, predict the reactants needed to synthesize it. The reactants are: [NH2:1][C:2]1[N:7]=[CH:6][C:5]([N:8]2[CH2:11][CH:10]([OH:12])[CH2:9]2)=[CH:4][CH:3]=1.Br[C:14]1[C:15](=[O:22])[N:16]([CH3:21])[CH:17]=[C:18]([Br:20])[CH:19]=1.CC1(C)C2C(=C(P(C3C=CC=CC=3)C3C=CC=CC=3)C=CC=2)OC2C(P(C3C=CC=CC=3)C3C=CC=CC=3)=CC=CC1=2.C([O-])([O-])=O.[Cs+].[Cs+]. (7) Given the product [C:1]1([C:7]2[CH:8]=[C:9]3[C:13](=[C:14]([C:16]([NH2:18])=[O:17])[CH:15]=2)[NH:12][CH:11]=[C:10]3[C:19]2[CH2:20][CH2:21][N:22]([S:28]([CH2:26][CH2:25][CH3:32])(=[O:30])=[O:29])[CH2:23][CH:24]=2)[CH:2]=[CH:3][CH:4]=[CH:5][CH:6]=1, predict the reactants needed to synthesize it. The reactants are: [C:1]1([C:7]2[CH:8]=[C:9]3[C:13](=[C:14]([C:16]([NH2:18])=[O:17])[CH:15]=2)[NH:12][CH:11]=[C:10]3[C:19]2[CH2:20][CH2:21][NH:22][CH2:23][CH:24]=2)[CH:6]=[CH:5][CH:4]=[CH:3][CH:2]=1.[CH3:25][CH:26]([S:28](Cl)(=[O:30])=[O:29])C.[CH2:32](N(CC)CC)C.